This data is from Full USPTO retrosynthesis dataset with 1.9M reactions from patents (1976-2016). The task is: Predict the reactants needed to synthesize the given product. Given the product [NH2:17][S:13]([CH2:12][C:11]1[CH:10]=[CH:9][C:4]([C:5]([O:7][CH3:8])=[O:6])=[CH:3][C:2]=1[Cl:1])(=[O:15])=[O:14], predict the reactants needed to synthesize it. The reactants are: [Cl:1][C:2]1[CH:3]=[C:4]([CH:9]=[CH:10][C:11]=1[CH2:12][S:13](Cl)(=[O:15])=[O:14])[C:5]([O:7][CH3:8])=[O:6].[NH4+:17].[OH-].